This data is from Tox21: 12 toxicity assays (nuclear receptors and stress response pathways). The task is: Binary classification across 12 toxicity assays. (1) The compound is O=c1ccc2ccccc2o1. It tested positive (active) for: NR-ER (Estrogen Receptor agonist activity). (2) The compound is Nc1nc(-c2ccc([N+](=O)[O-])cc2)cs1. It tested positive (active) for: NR-ER (Estrogen Receptor agonist activity), and SR-MMP (Mitochondrial Membrane Potential disruption). (3) It tested positive (active) for: SR-ARE (Antioxidant Response Element (oxidative stress)). The compound is C/C=C(C)/C=C/C=C(C)C. (4) It tested positive (active) for: NR-AhR (Aryl hydrocarbon Receptor agonist activity). The drug is CON(C)C(=O)Nc1ccc(Cl)cc1. (5) The drug is Cc1ccc(-n2nc(C(C)(C)C)cc2NC(=O)Nc2ccc(OCCN3CCOCC3)c3ccccc23)cc1. It tested positive (active) for: NR-AhR (Aryl hydrocarbon Receptor agonist activity), and SR-MMP (Mitochondrial Membrane Potential disruption). (6) The molecule is CC(C)CCC(=O)CCC(C)C. It tested positive (active) for: NR-AhR (Aryl hydrocarbon Receptor agonist activity). (7) The compound is Nc1nc2ccc([N+](=O)[O-])cc2s1. It tested positive (active) for: NR-AhR (Aryl hydrocarbon Receptor agonist activity), and SR-MMP (Mitochondrial Membrane Potential disruption).